From a dataset of Reaction yield outcomes from USPTO patents with 853,638 reactions. Predict the reaction yield, written as a fraction of the theoretical maximum amount of product (1.0 means a 100% yield; for example, 0.34 means a 34% yield). The reactants are [C:1]([O:5][C:6](=[O:33])[C:7]1[CH:12]=[C:11]([O:13]CC2C=CC=CC=2)[C:10]([CH2:21][CH:22]2[CH2:24][O:23]2)=[C:9]([O:25]CC2C=CC=CC=2)[CH:8]=1)([CH3:4])([CH3:3])[CH3:2].CCN(CC)CC.C([O-])([O-])=O.[K+].[K+]. The catalyst is CO.[Pd]. The product is [C:1]([O:5][C:6]([C:7]1[CH:8]=[C:9]([OH:25])[C:10]2[CH2:21][CH:22]([CH2:24][OH:23])[O:13][C:11]=2[CH:12]=1)=[O:33])([CH3:2])([CH3:3])[CH3:4]. The yield is 0.550.